This data is from NCI-60 drug combinations with 297,098 pairs across 59 cell lines. The task is: Regression. Given two drug SMILES strings and cell line genomic features, predict the synergy score measuring deviation from expected non-interaction effect. (1) Drug 1: C1=CC(=CC=C1C#N)C(C2=CC=C(C=C2)C#N)N3C=NC=N3. Drug 2: CC1=C(N=C(N=C1N)C(CC(=O)N)NCC(C(=O)N)N)C(=O)NC(C(C2=CN=CN2)OC3C(C(C(C(O3)CO)O)O)OC4C(C(C(C(O4)CO)O)OC(=O)N)O)C(=O)NC(C)C(C(C)C(=O)NC(C(C)O)C(=O)NCCC5=NC(=CS5)C6=NC(=CS6)C(=O)NCCC[S+](C)C)O. Cell line: HOP-62. Synergy scores: CSS=52.6, Synergy_ZIP=-6.76, Synergy_Bliss=-9.37, Synergy_Loewe=-10.1, Synergy_HSA=0.303. (2) Drug 1: CC(C1=C(C=CC(=C1Cl)F)Cl)OC2=C(N=CC(=C2)C3=CN(N=C3)C4CCNCC4)N. Drug 2: CC1=C(C=C(C=C1)C(=O)NC2=CC(=CC(=C2)C(F)(F)F)N3C=C(N=C3)C)NC4=NC=CC(=N4)C5=CN=CC=C5. Cell line: UO-31. Synergy scores: CSS=5.07, Synergy_ZIP=-1.42, Synergy_Bliss=0.783, Synergy_Loewe=0.116, Synergy_HSA=1.21. (3) Drug 1: C1CCC(CC1)NC(=O)N(CCCl)N=O. Drug 2: CC1=C2C(C(=O)C3(C(CC4C(C3C(C(C2(C)C)(CC1OC(=O)C(C(C5=CC=CC=C5)NC(=O)C6=CC=CC=C6)O)O)OC(=O)C7=CC=CC=C7)(CO4)OC(=O)C)O)C)OC(=O)C. Cell line: SN12C. Synergy scores: CSS=42.4, Synergy_ZIP=-8.52, Synergy_Bliss=-8.52, Synergy_Loewe=-27.5, Synergy_HSA=-6.51. (4) Drug 1: CC12CCC3C(C1CCC2O)C(CC4=C3C=CC(=C4)O)CCCCCCCCCS(=O)CCCC(C(F)(F)F)(F)F. Drug 2: C#CCC(CC1=CN=C2C(=N1)C(=NC(=N2)N)N)C3=CC=C(C=C3)C(=O)NC(CCC(=O)O)C(=O)O. Cell line: SK-MEL-2. Synergy scores: CSS=-9.91, Synergy_ZIP=7.15, Synergy_Bliss=3.43, Synergy_Loewe=-4.59, Synergy_HSA=-8.31. (5) Drug 1: C1=NC2=C(N=C(N=C2N1C3C(C(C(O3)CO)O)F)Cl)N. Drug 2: C1CN(P(=O)(OC1)NCCCl)CCCl. Cell line: SR. Synergy scores: CSS=4.81, Synergy_ZIP=7.24, Synergy_Bliss=4.08, Synergy_Loewe=4.97, Synergy_HSA=3.73.